Regression. Given a peptide amino acid sequence and an MHC pseudo amino acid sequence, predict their binding affinity value. This is MHC class II binding data. From a dataset of Peptide-MHC class II binding affinity with 134,281 pairs from IEDB. (1) The peptide sequence is RRSIPVNEALAAAGL. The MHC is HLA-DQA10501-DQB10302 with pseudo-sequence HLA-DQA10501-DQB10302. The binding affinity (normalized) is 0.505. (2) The peptide sequence is VRFQEAANKQKQELD. The MHC is HLA-DQA10102-DQB10602 with pseudo-sequence HLA-DQA10102-DQB10602. The binding affinity (normalized) is 0.0573.